From a dataset of Forward reaction prediction with 1.9M reactions from USPTO patents (1976-2016). Predict the product of the given reaction. (1) Given the reactants [Cl:1][C:2]1[N:10]=[C:9]2[C:5]([N:6]=[CH:7][N:8]2[C@@H:11]2[O:23][C@H:22]([CH2:24][O:25][CH3:26])[C@@H:17]([O:18]C(=O)C)[C@H:12]2[O:13]C(=O)C)=[C:4](Cl)[N:3]=1.[I:28][C:29]1[CH:30]=[C:31]([CH:34]=[CH:35][CH:36]=1)[CH2:32][NH2:33].Cl, predict the reaction product. The product is: [I:28][C:29]1[CH:30]=[C:31]([CH:34]=[CH:35][CH:36]=1)[CH2:32][NH:33][C:4]1[C:5]2[N:6]=[CH:7][N:8]([C:9]=2[N:10]=[C:2]([Cl:1])[N:3]=1)[C@@H:11]1[O:23][C@H:22]([CH2:24][O:25][CH3:26])[C@@H:17]([OH:18])[C@H:12]1[OH:13]. (2) Given the reactants CCN(C(C)C)C(C)C.Cl.[N:11]1[CH:16]=[CH:15][CH:14]=[C:13]([C:17]2[NH:21][N:20]=[C:19]([C:22]([OH:24])=O)[CH:18]=2)[CH:12]=1.C1(C2NN=C(C(O)=O)C=2)C=CC=CC=1.C(C1C=NC=CC=1)(=O)C.C1C=CC2N(O)N=NC=2C=1.CCN=C=NCCCN(C)C.Cl.Cl.[NH2:71][CH2:72][C:73]([N:75]1[CH2:80][CH2:79][CH:78]([O:81][C:82]2[CH:87]=[CH:86][CH:85]=[C:84]([C:88]([F:91])([F:90])[F:89])[CH:83]=2)[CH2:77][CH2:76]1)=[O:74], predict the reaction product. The product is: [O:74]=[C:73]([N:75]1[CH2:76][CH2:77][CH:78]([O:81][C:82]2[CH:87]=[CH:86][CH:85]=[C:84]([C:88]([F:91])([F:89])[F:90])[CH:83]=2)[CH2:79][CH2:80]1)[CH2:72][NH:71][C:22]([C:19]1[CH:18]=[C:17]([C:13]2[CH:12]=[N:11][CH:16]=[CH:15][CH:14]=2)[NH:21][N:20]=1)=[O:24]. (3) Given the reactants C([Si](C)(C)[O:6][CH2:7][CH2:8][N:9]([CH2:36][CH3:37])[CH2:10][CH2:11][CH2:12][CH2:13][O:14][C:15]1[CH:35]=[CH:34][C:18]2[C:19]([C:22]3[CH:27]=[CH:26][C:25]([N:28]4[CH2:33][CH2:32][CH2:31][CH2:30][CH2:29]4)=[CH:24][CH:23]=3)=[N:20][S:21][C:17]=2[CH:16]=1)(C)(C)C.CCCC[N+](CCCC)(CCCC)CCCC.[F-], predict the reaction product. The product is: [CH2:36]([N:9]([CH2:10][CH2:11][CH2:12][CH2:13][O:14][C:15]1[CH:35]=[CH:34][C:18]2[C:19]([C:22]3[CH:23]=[CH:24][C:25]([N:28]4[CH2:33][CH2:32][CH2:31][CH2:30][CH2:29]4)=[CH:26][CH:27]=3)=[N:20][S:21][C:17]=2[CH:16]=1)[CH2:8][CH2:7][OH:6])[CH3:37]. (4) Given the reactants [OH:1][C:2]1[C:9]([O:10]C)=[CH:8][C:5]([C:6]#[N:7])=[C:4](/[CH:12]=[CH:13]/[C:14]2[CH:19]=[CH:18][C:17]([O:20][CH3:21])=[CH:16][CH:15]=2)[C:3]=1[C:22]#[N:23].BrC1C(C#N)=C(O)C(OC)=CC=1C#N.COC1C=CC(/C=C/B(O)O)=CC=1, predict the reaction product. The product is: [OH:1][C:2]1[C:9]([OH:10])=[CH:8][C:5]([C:6]#[N:7])=[C:4](/[CH:12]=[CH:13]/[C:14]2[CH:19]=[CH:18][C:17]([O:20][CH3:21])=[CH:16][CH:15]=2)[C:3]=1[C:22]#[N:23]. (5) The product is: [OH:23][C@@H:15]1[C@H:16]2[O:20][C:19]([CH3:21])([CH3:22])[O:18][C@H:17]2[C@H:13]([NH:12][C:1](=[O:10])[O:2][CH2:3][C:4]2[CH:9]=[CH:8][CH:7]=[CH:6][CH:5]=2)[CH2:14]1. Given the reactants [C:1](Cl)(=[O:10])[O:2][CH2:3][C:4]1[CH:9]=[CH:8][CH:7]=[CH:6][CH:5]=1.[NH2:12][C@H:13]1[C@@H:17]2[O:18][C:19]([CH3:22])([CH3:21])[O:20][C@@H:16]2[C@@H:15]([OH:23])[CH2:14]1.C(=O)([O-])[O-].[Na+].[Na+].C(OCC)(=O)C, predict the reaction product. (6) Given the reactants [CH3:1][C:2]1[C:10]2[C:5](=[CH:6][CH:7]=[CH:8][C:9]=2[NH:11][C:12]([C:14]2[N:18]3[CH:19]=[CH:20][C:21]([C:23]4[CH2:28][CH2:27][N:26](C(OC(C)(C)C)=O)[CH2:25][CH:24]=4)=[CH:22][C:17]3=[N:16][CH:15]=2)=[O:13])[N:4]([CH2:36][C:37]2[CH:42]=[CH:41][CH:40]=[C:39]([CH3:43])[N:38]=2)[N:3]=1.[ClH:44].[H][H], predict the reaction product. The product is: [ClH:44].[ClH:44].[ClH:44].[CH3:1][C:2]1[C:10]2[C:5](=[CH:6][CH:7]=[CH:8][C:9]=2[NH:11][C:12]([C:14]2[N:18]3[CH:19]=[CH:20][C:21]([CH:23]4[CH2:28][CH2:27][NH:26][CH2:25][CH2:24]4)=[CH:22][C:17]3=[N:16][CH:15]=2)=[O:13])[N:4]([CH2:36][C:37]2[CH:42]=[CH:41][CH:40]=[C:39]([CH3:43])[N:38]=2)[N:3]=1. (7) Given the reactants P(Cl)(Cl)(Cl)(Cl)[Cl:2].[O:7]=[C:8]1[C:17]2[C:12](=[CH:13][CH:14]=[CH:15][CH:16]=2)[NH:11][C:10](=S)[N:9]1[C:19]1[CH:28]=[CH:27][CH:26]=[CH:25][C:20]=1[C:21]([O:23][CH3:24])=[O:22], predict the reaction product. The product is: [Cl:2][C:10]1[N:9]([C:19]2[CH:28]=[CH:27][CH:26]=[CH:25][C:20]=2[C:21]([O:23][CH3:24])=[O:22])[C:8](=[O:7])[C:17]2[C:12](=[CH:13][CH:14]=[CH:15][CH:16]=2)[N:11]=1.